From a dataset of Reaction yield outcomes from USPTO patents with 853,638 reactions. Predict the reaction yield, written as a fraction of the theoretical maximum amount of product (1.0 means a 100% yield; for example, 0.34 means a 34% yield). (1) The reactants are [Cl:1][C:2]1[N:7]=[C:6]([S:8]([CH3:10])=[O:9])[N:5]=[C:4]([NH:11][C:12]2[NH:16][N:15]=[C:14]([CH3:17])[CH:13]=2)[CH:3]=1.[OH:18]OS([O-])=O.[K+]. The catalyst is CO.O. The product is [Cl:1][C:2]1[N:7]=[C:6]([S:8]([CH3:10])(=[O:18])=[O:9])[N:5]=[C:4]([NH:11][C:12]2[NH:16][N:15]=[C:14]([CH3:17])[CH:13]=2)[CH:3]=1. The yield is 0.880. (2) The reactants are Br[C:2]1[CH:29]=[CH:28][C:5]2[N:6]([CH2:24][CH2:25][O:26][CH3:27])[C:7]([C:9]3[CH:10]=[CH:11][C:12]4[N:13]([CH2:22][CH3:23])[C:14]5[C:19]([C:20]=4[CH:21]=3)=[CH:18][CH:17]=[CH:16][CH:15]=5)=[N:8][C:4]=2[CH:3]=1.O.[CH3:31][N:32](C=O)C. The catalyst is [C-]#N.[Zn+2].[C-]#N.C1C=CC([P]([Pd]([P](C2C=CC=CC=2)(C2C=CC=CC=2)C2C=CC=CC=2)([P](C2C=CC=CC=2)(C2C=CC=CC=2)C2C=CC=CC=2)[P](C2C=CC=CC=2)(C2C=CC=CC=2)C2C=CC=CC=2)(C2C=CC=CC=2)C2C=CC=CC=2)=CC=1. The product is [CH2:22]([N:13]1[C:12]2[CH:11]=[CH:10][C:9]([C:7]3[N:6]([CH2:24][CH2:25][O:26][CH3:27])[C:5]4[CH:28]=[CH:29][C:2]([C:31]#[N:32])=[CH:3][C:4]=4[N:8]=3)=[CH:21][C:20]=2[C:19]2[C:14]1=[CH:15][CH:16]=[CH:17][CH:18]=2)[CH3:23]. The yield is 0.800. (3) The catalyst is O1CCOCC1.C(Cl)Cl.CCOCC. The product is [Cl:30][CH2:31][C:6]([NH:7][CH:8]1[CH2:9][N:10]([CH2:12][C:13]2[CH:17]=[CH:16][N:15]([C:18]3[CH:19]=[CH:20][C:21]([C:24]([F:25])([F:26])[F:27])=[CH:22][CH:23]=3)[CH:14]=2)[CH2:11]1)=[O:5]. The reactants are C([O:5][C:6](=O)[NH:7][CH:8]1[CH2:11][N:10]([CH2:12][C:13]2[CH:17]=[CH:16][N:15]([C:18]3[CH:23]=[CH:22][C:21]([C:24]([F:27])([F:26])[F:25])=[CH:20][CH:19]=3)[CH:14]=2)[CH2:9]1)(C)(C)C.Cl.[Cl:30][CH2:31]C(O)=O.CCN=C=NCCCN(C)C.Cl. The yield is 0.620. (4) The reactants are [OH-].[Li+].[C:3]([C:5]1([C:18]([O:20]CC)=[O:19])[CH2:10][CH2:9][N:8]([C:11]([O:13][C:14]([CH3:17])([CH3:16])[CH3:15])=[O:12])[CH2:7][CH2:6]1)#[N:4]. The catalyst is C1COCC1.C(OCC)C. The product is [C:14]([O:13][C:11]([N:8]1[CH2:9][CH2:10][C:5]([C:3]#[N:4])([C:18]([OH:20])=[O:19])[CH2:6][CH2:7]1)=[O:12])([CH3:17])([CH3:15])[CH3:16]. The yield is 0.910. (5) The reactants are [Cl:1][C:2]1[C:10]([C:11]#[N:12])=[CH:9][CH:8]=[C:7]2[C:3]=1[CH:4]=[C:5]([CH:13]([F:15])[F:14])[NH:6]2.[BH3-]C#N.[Na+].[C:20](O)([C:22]([F:25])([F:24])[F:23])=O. No catalyst specified. The product is [Cl:1][C:2]1[C:10]([C:11]#[N:12])=[CH:9][CH:8]=[C:7]2[C:3]=1[CH2:4][CH:5]([CH:13]([F:14])[F:15])[N:6]2[CH2:20][C:22]([F:25])([F:24])[F:23].[Cl:1][C:2]1[C:10]([C:11]#[N:12])=[CH:9][CH:8]=[C:7]2[C:3]=1[CH2:4][CH:5]([CH:13]([F:14])[F:15])[NH:6]2. The yield is 0.290. (6) The reactants are [CH2:1]([O:8][C:9]1[CH:10]=[C:11]([NH:15][CH:16]=[C:17]2[C:22](=[O:23])OC(C)(C)OC2=O)[CH:12]=[CH:13][CH:14]=1)[C:2]1[CH:7]=[CH:6][CH:5]=[CH:4][CH:3]=1. The catalyst is ClC1C=CC=CC=1Cl. The product is [CH2:1]([O:8][C:9]1[CH:10]=[C:11]2[C:12]([C:22]([OH:23])=[CH:17][CH:16]=[N:15]2)=[CH:13][CH:14]=1)[C:2]1[CH:3]=[CH:4][CH:5]=[CH:6][CH:7]=1. The yield is 0.485. (7) The reactants are [CH3:1][N:2]([CH3:6])[CH2:3][CH2:4][NH2:5].Cl[C:8]1[N:9]=[N+:10]([O-:22])[C:11]2[CH:21]=[C:20]3[C:15]([CH2:16][CH2:17][CH2:18][O:19]3)=[CH:14][C:12]=2[N:13]=1. The catalyst is COCCOC. The product is [CH3:1][N:2]([CH3:6])[CH2:3][CH2:4][NH:5][C:8]1[N:9]=[N+:10]([O-:22])[C:11]2[CH:21]=[C:20]3[C:15]([CH2:16][CH2:17][CH2:18][O:19]3)=[CH:14][C:12]=2[N:13]=1. The yield is 0.830.